From a dataset of Reaction yield outcomes from USPTO patents with 853,638 reactions. Predict the reaction yield, written as a fraction of the theoretical maximum amount of product (1.0 means a 100% yield; for example, 0.34 means a 34% yield). The reactants are [F:1][C:2]1[CH:20]=[C:19]([N+:21]([O-])=O)[CH:18]=[CH:17][C:3]=1[O:4][C:5]1[C:6]2[S:13][C:12]([S:14]([CH3:16])=[O:15])=[CH:11][C:7]=2[N:8]=[CH:9][N:10]=1.FC1C=C(N[C:44]([NH:46][C:47](=[O:55])[CH2:48][C:49]2[CH:54]=[CH:53][CH:52]=[CH:51][CH:50]=2)=[S:45])C=CC=1OC1C2SC(SC)=CC=2N=CN=1. No catalyst specified. The product is [F:1][C:2]1[CH:20]=[C:19]([NH:21][C:44]([NH:46][C:47](=[O:55])[CH2:48][C:49]2[CH:50]=[CH:51][CH:52]=[CH:53][CH:54]=2)=[S:45])[CH:18]=[CH:17][C:3]=1[O:4][C:5]1[C:6]2[S:13][C:12]([S:14]([CH3:16])=[O:15])=[CH:11][C:7]=2[N:8]=[CH:9][N:10]=1. The yield is 0.360.